Dataset: Full USPTO retrosynthesis dataset with 1.9M reactions from patents (1976-2016). Task: Predict the reactants needed to synthesize the given product. (1) Given the product [Br:1][C:2]1[CH:7]=[CH:6][CH:5]=[CH:4][C:3]=1[O-:9].[Na+:10], predict the reactants needed to synthesize it. The reactants are: [Br:1][C:2]1[CH:7]=[CH:6][C:5](O)=[CH:4][CH:3]=1.[OH-:9].[Na+:10]. (2) Given the product [C:26]([O:25][C:23]([NH:16][C@H:12]([CH2:11][CH2:10][S:9][C:18]([CH3:21])([CH3:20])[CH3:19])[C:13]([OH:15])=[O:14])=[O:24])([CH3:29])([CH3:28])[CH3:27], predict the reactants needed to synthesize it. The reactants are: [CH2:10]([S:9][S:9][CH2:10][CH2:11][C@@H:12]([NH2:16])[C:13]([OH:15])=[O:14])[CH2:11][C@@H:12]([NH2:16])[C:13]([OH:15])=[O:14].[Na].[C:18](O)([CH3:21])([CH3:20])[CH3:19].[C:23](O[C:23]([O:25][C:26]([CH3:29])([CH3:28])[CH3:27])=[O:24])([O:25][C:26]([CH3:29])([CH3:28])[CH3:27])=[O:24]. (3) Given the product [F:1][C:2]1[N:7]=[CH:6][C:5]([O:8][CH2:17][C:18](=[O:20])[CH3:19])=[C:4]([I:9])[CH:3]=1, predict the reactants needed to synthesize it. The reactants are: [F:1][C:2]1[N:7]=[CH:6][C:5]([OH:8])=[C:4]([I:9])[CH:3]=1.C([O-])([O-])=O.[K+].[K+].Cl[CH2:17][C:18](=[O:20])[CH3:19]. (4) Given the product [C:1]([O:36][CH2:35][C:28]1[CH:29]=[C:30]([F:34])[C:31]([F:33])=[CH:32][C:27]=1[C:11]1[CH:12]=[C:13]2[C:8](=[CH:9][CH:10]=1)[N:7]=[C:6]([NH2:5])[N:15]=[C:14]2[C:16]([N:18]1[CH2:19][C:20]2[C:25](=[CH:24][CH:23]=[CH:22][CH:21]=2)[CH2:26]1)=[O:17])(=[O:3])[CH3:2], predict the reactants needed to synthesize it. The reactants are: [C:1](Cl)(=[O:3])[CH3:2].[NH2:5][C:6]1[N:15]=[C:14]([C:16]([N:18]2[CH2:26][C:25]3[C:20](=[CH:21][CH:22]=[CH:23][CH:24]=3)[CH2:19]2)=[O:17])[C:13]2[C:8](=[CH:9][CH:10]=[C:11]([C:27]3[CH:32]=[C:31]([F:33])[C:30]([F:34])=[CH:29][C:28]=3[CH2:35][OH:36])[CH:12]=2)[N:7]=1.C(OCC)(=O)C.O. (5) Given the product [F:1][C:2]1[CH:3]=[C:4]([C:8](=[O:14])[CH2:9][CH2:10][C:11]([NH:22][C:21]2[CH:23]=[CH:24][C:18]([O:17][C:16]([F:15])([F:25])[F:26])=[CH:19][CH:20]=2)=[O:13])[CH:5]=[CH:6][CH:7]=1, predict the reactants needed to synthesize it. The reactants are: [F:1][C:2]1[CH:3]=[C:4]([C:8](=[O:14])[CH2:9][CH2:10][C:11]([OH:13])=O)[CH:5]=[CH:6][CH:7]=1.[F:15][C:16]([F:26])([F:25])[O:17][C:18]1[CH:24]=[CH:23][C:21]([NH2:22])=[CH:20][CH:19]=1.F[B-](F)(F)F.N1(OC(N(C)C)=[N+](C)C)C2C=CC=CC=2N=N1.C(N(CC)CC)C.Cl.